Dataset: Forward reaction prediction with 1.9M reactions from USPTO patents (1976-2016). Task: Predict the product of the given reaction. (1) Given the reactants [C:1]([O:4][C:5]1[CH:13]=[CH:12][C:8]([C:9]([OH:11])=O)=[CH:7][CH:6]=1)(=[O:3])[CH3:2].[NH2:14][CH2:15][C:16]1([OH:31])[CH2:21][CH2:20][CH:19]([O:22][CH2:23][C:24]2[CH:29]=[CH:28][C:27]([F:30])=[CH:26][CH:25]=2)[CH2:18][CH2:17]1, predict the reaction product. The product is: [C:1]([O:4][C:5]1[CH:6]=[CH:7][C:8]([C:9]([NH:14][CH2:15][C:16]2([OH:31])[CH2:17][CH2:18][CH:19]([O:22][CH2:23][C:24]3[CH:25]=[CH:26][C:27]([F:30])=[CH:28][CH:29]=3)[CH2:20][CH2:21]2)=[O:11])=[CH:12][CH:13]=1)(=[O:3])[CH3:2]. (2) Given the reactants Cl[C:2]1[N:7]=[C:6]([NH2:8])[CH:5]=[CH:4][N:3]=1.[O-]CC.[Na+].[CH3:13][N:14]([CH3:18])[CH2:15][CH2:16][OH:17], predict the reaction product. The product is: [CH3:13][N:14]([CH3:18])[CH2:15][CH2:16][O:17][C:2]1[N:7]=[C:6]([NH2:8])[CH:5]=[CH:4][N:3]=1. (3) The product is: [ClH:18].[F:1][C:2]1([F:17])[CH2:7][CH2:6][CH:5]([CH2:8][NH2:9])[CH2:4][CH2:3]1. Given the reactants [F:1][C:2]1([F:17])[CH2:7][CH2:6][CH:5]([CH2:8][NH:9]C(=O)OC(C)(C)C)[CH2:4][CH2:3]1.[ClH:18].CC(O)=O, predict the reaction product. (4) Given the reactants [Cl:1][C:2]1[CH:3]=[C:4]([CH:8]=[C:9]([O:11][CH2:12][C:13]2[CH:18]=[C:17]([Cl:19])[CH:16]=[C:15]([Cl:20])[CH:14]=2)[CH:10]=1)[C:5]([OH:7])=O.Cl.[NH2:22][CH2:23][C:24]1[CH:31]=[CH:30][C:27]([C:28]#[N:29])=[CH:26][C:25]=1[OH:32], predict the reaction product. The product is: [Cl:1][C:2]1[CH:3]=[C:4]([CH:8]=[C:9]([O:11][CH2:12][C:13]2[CH:18]=[C:17]([Cl:19])[CH:16]=[C:15]([Cl:20])[CH:14]=2)[CH:10]=1)[C:5]([NH:22][CH2:23][C:24]1[CH:31]=[CH:30][C:27]([C:28]#[N:29])=[CH:26][C:25]=1[OH:32])=[O:7]. (5) Given the reactants [Cl:1][C:2]1[CH:9]=[CH:8][C:7]([F:10])=[CH:6][C:3]=1[CH2:4]Br.C(=O)([O-])[O-].[K+].[K+].[C:17]([O:21][C:22]([NH:24][C@@H:25]1[CH2:30][CH2:29][CH2:28][N:27](/[C:31](=[N:39]/[C:40]#[N:41])/[NH:32][CH2:33][C:34]([O:36][CH2:37][CH3:38])=[O:35])[CH2:26]1)=[O:23])([CH3:20])([CH3:19])[CH3:18], predict the reaction product. The product is: [C:17]([O:21][C:22]([NH:24][C@@H:25]1[CH2:30][CH2:29][CH2:28][N:27](/[C:31](=[N:39]\[C:40]#[N:41])/[N:32]([CH2:4][C:3]2[CH:6]=[C:7]([F:10])[CH:8]=[CH:9][C:2]=2[Cl:1])[CH2:33][C:34]([O:36][CH2:37][CH3:38])=[O:35])[CH2:26]1)=[O:23])([CH3:18])([CH3:19])[CH3:20]. (6) Given the reactants [N+:1]([C:4]1[CH:5]=[N:6][C:7]2[C:12]([C:13]=1O)=[CH:11][C:10]([C:15]1[CH:20]=[CH:19][CH:18]=[CH:17][CH:16]=1)=[CH:9][CH:8]=2)([O-:3])=[O:2].O=P(Cl)(Cl)[Cl:23], predict the reaction product. The product is: [Cl:23][C:13]1[C:12]2[C:7](=[CH:8][CH:9]=[C:10]([C:15]3[CH:20]=[CH:19][CH:18]=[CH:17][CH:16]=3)[CH:11]=2)[N:6]=[CH:5][C:4]=1[N+:1]([O-:3])=[O:2].